From a dataset of NCI-60 drug combinations with 297,098 pairs across 59 cell lines. Regression. Given two drug SMILES strings and cell line genomic features, predict the synergy score measuring deviation from expected non-interaction effect. (1) Drug 1: C1C(C(OC1N2C=C(C(=O)NC2=O)F)CO)O. Drug 2: CC1CCCC2(C(O2)CC(NC(=O)CC(C(C(=O)C(C1O)C)(C)C)O)C(=CC3=CSC(=N3)C)C)C. Cell line: A498. Synergy scores: CSS=34.4, Synergy_ZIP=-9.42, Synergy_Bliss=-9.29, Synergy_Loewe=-4.58, Synergy_HSA=-3.43. (2) Drug 1: CCCS(=O)(=O)NC1=C(C(=C(C=C1)F)C(=O)C2=CNC3=C2C=C(C=N3)C4=CC=C(C=C4)Cl)F. Drug 2: CC1=C(C=C(C=C1)NC2=NC=CC(=N2)N(C)C3=CC4=NN(C(=C4C=C3)C)C)S(=O)(=O)N.Cl. Cell line: OVCAR3. Synergy scores: CSS=6.41, Synergy_ZIP=6.74, Synergy_Bliss=11.8, Synergy_Loewe=9.48, Synergy_HSA=9.48. (3) Drug 1: C1C(C(OC1N2C=C(C(=O)NC2=O)F)CO)O. Drug 2: C1=CN(C=N1)CC(O)(P(=O)(O)O)P(=O)(O)O. Cell line: U251. Synergy scores: CSS=23.0, Synergy_ZIP=-6.30, Synergy_Bliss=1.51, Synergy_Loewe=-23.8, Synergy_HSA=-1.70. (4) Drug 1: CN1C2=C(C=C(C=C2)N(CCCl)CCCl)N=C1CCCC(=O)O.Cl. Drug 2: C#CCC(CC1=CN=C2C(=N1)C(=NC(=N2)N)N)C3=CC=C(C=C3)C(=O)NC(CCC(=O)O)C(=O)O. Cell line: HOP-62. Synergy scores: CSS=-9.27, Synergy_ZIP=7.19, Synergy_Bliss=4.81, Synergy_Loewe=0.171, Synergy_HSA=-3.62. (5) Drug 1: CCC1=C2CN3C(=CC4=C(C3=O)COC(=O)C4(CC)O)C2=NC5=C1C=C(C=C5)O. Drug 2: C(=O)(N)NO. Cell line: HCC-2998. Synergy scores: CSS=23.2, Synergy_ZIP=5.43, Synergy_Bliss=5.12, Synergy_Loewe=-81.5, Synergy_HSA=3.40.